This data is from Forward reaction prediction with 1.9M reactions from USPTO patents (1976-2016). The task is: Predict the product of the given reaction. (1) The product is: [CH2:18]([O:17][C:15]([CH:14]1[CH2:20][CH2:21][N:11]([C:2]2[CH:7]=[N:6][C:5]([O:8][CH3:9])=[C:4]([CH3:10])[CH:3]=2)[CH2:12][CH2:13]1)=[O:16])[CH3:19]. Given the reactants Br[C:2]1[CH:3]=[C:4]([CH3:10])[C:5]([O:8][CH3:9])=[N:6][CH:7]=1.[NH:11]1[CH2:21][CH2:20][CH:14]([C:15]([O:17][CH2:18][CH3:19])=[O:16])[CH2:13][CH2:12]1.CC(C)([O-])C.[Na+], predict the reaction product. (2) The product is: [OH:10][C:5]1[CH:4]=[CH:3][C:2]([S:12]([CH3:11])(=[O:14])=[O:13])=[CH:9][C:6]=1[CH:7]=[O:8]. Given the reactants Br[C:2]1[CH:9]=[C:6]([CH:7]=[O:8])[C:5]([OH:10])=[CH:4][CH:3]=1.[CH3:11][S:12]([O-:14])=[O:13].[Na+], predict the reaction product. (3) Given the reactants C(NC(C)C)(C)C.C([Li])CCC.[CH3:13][N:14]([CH3:17])[N:15]=O.[F:18][C:19]1[CH:26]=[CH:25][CH:24]=[CH:23][C:20]=1[C:21]#[N:22], predict the reaction product. The product is: [F:18][C:19]1[CH:26]=[CH:25][CH:24]=[CH:23][C:20]=1[C:21]1[N:22]=[N:15][N:14]([CH3:17])[CH:13]=1. (4) Given the reactants [N:1]1[CH:6]=[CH:5][CH:4]=[C:3]([C:7]2[CH:11]=[C:10]([C:12]([F:15])([F:14])[F:13])[N:9]([C:16]3[N:21]=[N:20][C:19]([NH2:22])=[CH:18][CH:17]=3)[N:8]=2)[CH:2]=1.C(N(CC)C(C)C)(C)C.[CH2:32]([N:34]1[C:39](=[O:40])[CH:38]=[CH:37][C:36]([C:41](Cl)=[O:42])=[CH:35]1)[CH3:33].C(=O)(O)[O-].[Na+], predict the reaction product. The product is: [N:1]1[CH:6]=[CH:5][CH:4]=[C:3]([C:7]2[CH:11]=[C:10]([C:12]([F:15])([F:13])[F:14])[N:9]([C:16]3[N:21]=[N:20][C:19]([NH2:22])=[CH:18][CH:17]=3)[N:8]=2)[CH:2]=1.[N:1]1[CH:6]=[CH:5][CH:4]=[C:3]([C:7]2[CH:11]=[C:10]([C:12]([F:15])([F:13])[F:14])[N:9]([C:16]3[N:21]=[N:20][C:19]([NH:22][C:41]([C:36]4[CH:37]=[CH:38][C:39](=[O:40])[N:34]([CH2:32][CH3:33])[CH:35]=4)=[O:42])=[CH:18][CH:17]=3)[N:8]=2)[CH:2]=1. (5) Given the reactants [ClH:1].CC(C1C=C(C=C(C(C)(C)C)C=1O)C(N[C:12]1[CH:17]=[CH:16][C:15]([NH:18][C:19]([C:21]2[S:22][CH:23]=[CH:24][CH:25]=2)=[NH:20])=[CH:14][CH:13]=1)=O)(C)C.NC1C=CC([C:41]([NH:43][NH:44][C:45]([NH:47][C:48]2[CH:53]=[C:52]([C:54]([CH3:57])([CH3:56])[CH3:55])[C:51]([OH:58])=[C:50]([C:59]([CH3:62])([CH3:61])[CH3:60])[CH:49]=2)=[O:46])=[O:42])=CC=1.CC(C1C=C(C=C(C(C)(C)C)C=1O)C(NC1C=CC(N)=CC=1)=O)(C)C, predict the reaction product. The product is: [ClH:1].[CH3:57][C:54]([C:52]1[CH:53]=[C:48]([NH:47][C:45]([NH:44][NH:43][C:41]([C:12]2[CH:17]=[CH:16][C:15]([NH:18][C:19]([C:21]3[S:22][CH:23]=[CH:24][CH:25]=3)=[NH:20])=[CH:14][CH:13]=2)=[O:42])=[O:46])[CH:49]=[C:50]([C:59]([CH3:60])([CH3:61])[CH3:62])[C:51]=1[OH:58])([CH3:55])[CH3:56]. (6) Given the reactants [CH3:1][S:2](Cl)(=[O:4])=[O:3].[NH2:6][C:7]1[CH:8]=[C:9]([CH:15]=[CH:16][C:17]=1[CH2:18][CH2:19][NH:20][C:21]([C:23]1[CH:28]=[CH:27][C:26]([C:29]2[CH:34]=[CH:33][C:32]([Cl:35])=[CH:31][CH:30]=2)=[CH:25][CH:24]=1)=[O:22])[C:10]([O:12][CH2:13][CH3:14])=[O:11], predict the reaction product. The product is: [Cl:35][C:32]1[CH:31]=[CH:30][C:29]([C:26]2[CH:27]=[CH:28][C:23]([C:21]([NH:20][CH2:19][CH2:18][C:17]3[CH:16]=[CH:15][C:9]([C:10]([O:12][CH2:13][CH3:14])=[O:11])=[CH:8][C:7]=3[NH:6][S:2]([CH3:1])(=[O:4])=[O:3])=[O:22])=[CH:24][CH:25]=2)=[CH:34][CH:33]=1. (7) Given the reactants CCN(C(C)C)C(C)C.[C:10]([O:14][C:15]([CH:17]1[CH2:22][CH2:21][N:20]([C:23]2[C:31]([C:32]#[N:33])=[CH:30][C:26]([C:27](O)=[O:28])=[C:25]([O:34][CH3:35])[N:24]=2)[CH2:19][CH2:18]1)=[O:16])([CH3:13])([CH3:12])[CH3:11].Cl.[CH3:37][NH:38][O:39][CH3:40].C1CN([P+](Br)(N2CCCC2)N2CCCC2)CC1.F[P-](F)(F)(F)(F)F, predict the reaction product. The product is: [C:10]([O:14][C:15]([CH:17]1[CH2:18][CH2:19][N:20]([C:23]2[C:31]([C:32]#[N:33])=[CH:30][C:26]([C:27](=[O:28])[N:38]([O:39][CH3:40])[CH3:37])=[C:25]([O:34][CH3:35])[N:24]=2)[CH2:21][CH2:22]1)=[O:16])([CH3:13])([CH3:12])[CH3:11].